Dataset: Catalyst prediction with 721,799 reactions and 888 catalyst types from USPTO. Task: Predict which catalyst facilitates the given reaction. (1) The catalyst class is: 7. Product: [Cl:1][C:2]1[CH:28]=[C:6]([C:7](=[O:27])[NH:30][C:31]2([CH3:35])[CH2:34][S:33][CH2:32]2)[C:5]([NH:10][C:9]([C:11]2[N:15]([C:16]3[C:21]([Cl:22])=[CH:20][CH:19]=[CH:18][N:17]=3)[N:14]=[C:13]([C:23]([F:26])([F:25])[F:24])[CH:12]=2)=[O:8])=[C:4]([CH3:29])[CH:3]=1. Reactant: [Cl:1][C:2]1[CH:3]=[C:4]([CH3:29])[C:5]2[N:10]=[C:9]([C:11]3[N:15]([C:16]4[C:21]([Cl:22])=[CH:20][CH:19]=[CH:18][N:17]=4)[N:14]=[C:13]([C:23]([F:26])([F:25])[F:24])[CH:12]=3)[O:8][C:7](=[O:27])[C:6]=2[CH:28]=1.[NH2:30][C:31]1([CH3:35])[CH2:34][S:33][CH2:32]1.O. (2) Reactant: CON(C)[C:4](=[O:17])[C:5]1[CH:10]=[CH:9][C:8]([O:11][CH2:12][C:13]([F:16])([F:15])[F:14])=[N:7][CH:6]=1.[CH3:19][Mg]Br.C(=O)([O-])O.[Na+]. Product: [F:16][C:13]([F:14])([F:15])[CH2:12][O:11][C:8]1[N:7]=[CH:6][C:5]([C:4](=[O:17])[CH3:19])=[CH:10][CH:9]=1. The catalyst class is: 7. (3) Reactant: [F:1][C:2]1[CH:19]=[CH:18][C:5]([CH2:6][NH:7][C:8]2[N:17]=[CH:16][CH:15]=[CH:14][C:9]=2[C:10]([NH:12][NH2:13])=[O:11])=[CH:4][CH:3]=1.[CH3:20][S:21]([C:24]1[CH:32]=[CH:31][C:27]([C:28](O)=O)=[CH:26][CH:25]=1)(=[O:23])=[O:22].[Cl-].ClC1N(C)CC[NH+]1C.C(N(CC)CC)C. Product: [F:1][C:2]1[CH:19]=[CH:18][C:5]([CH2:6][NH:7][C:8]2[C:9]([C:10]3[O:11][C:28]([C:27]4[CH:26]=[CH:25][C:24]([S:21]([CH3:20])(=[O:23])=[O:22])=[CH:32][CH:31]=4)=[N:13][N:12]=3)=[CH:14][CH:15]=[CH:16][N:17]=2)=[CH:4][CH:3]=1. The catalyst class is: 2. (4) Product: [BrH:1].[CH2:15]([C:2]1[S:22][C:18]2=[N:17][CH2:21][CH2:20][N:19]2[C:3]=1[C:5]1[C:14]2[C:9](=[CH:10][CH:11]=[CH:12][CH:13]=2)[CH:8]=[CH:7][CH:6]=1)[CH3:16]. Reactant: [Br:1][CH:2]([CH2:15][CH3:16])[C:3]([C:5]1[C:14]2[C:9](=[CH:10][CH:11]=[CH:12][CH:13]=2)[CH:8]=[CH:7][CH:6]=1)=O.[NH:17]1[CH2:21][CH2:20][NH:19][C:18]1=[S:22].CCO. The catalyst class is: 52.